Dataset: Full USPTO retrosynthesis dataset with 1.9M reactions from patents (1976-2016). Task: Predict the reactants needed to synthesize the given product. (1) Given the product [C:1]([O:5][C:6](=[O:20])[C:7]([CH3:8])([O:9][C:10]1[CH:11]=[CH:12][C:13]([C:14]([O:16][CH2:35][C:33]2[N:32]=[N:31][N:30]([CH2:29][C:28]3[CH:37]=[CH:38][C:25]([C:21]([CH3:24])([CH3:23])[CH3:22])=[CH:26][CH:27]=3)[CH:34]=2)=[O:15])=[CH:17][CH:18]=1)[CH3:19])([CH3:2])([CH3:3])[CH3:4], predict the reactants needed to synthesize it. The reactants are: [C:1]([O:5][C:6](=[O:20])[C:7]([CH3:19])([O:9][C:10]1[CH:18]=[CH:17][C:13]([C:14]([OH:16])=[O:15])=[CH:12][CH:11]=1)[CH3:8])([CH3:4])([CH3:3])[CH3:2].[C:21]([C:25]1[CH:38]=[CH:37][C:28]([CH2:29][N:30]2[CH:34]=[C:33]([CH2:35]O)[N:32]=[N:31]2)=[CH:27][CH:26]=1)([CH3:24])([CH3:23])[CH3:22].C1(N=C=NC2CCCCC2)CCCCC1. (2) Given the product [C:50]([O:49][C:48]([NH:47][C@@H:31]([C:32]1[CH:37]=[C:36]([C:2]2[CH:23]=[C:22]([O:24][CH2:25][CH:26]3[CH2:28][CH2:27]3)[CH:21]=[C:4]([CH2:5][O:6][C:7]3[CH:12]=[CH:11][CH:10]=[CH:9][C:8]=3[CH2:13][C:14]([O:16][C:17]([CH3:20])([CH3:19])[CH3:18])=[O:15])[CH:3]=2)[CH:35]=[CH:34][CH:33]=1)[CH2:30][OH:29])=[O:54])([CH3:53])([CH3:51])[CH3:52], predict the reactants needed to synthesize it. The reactants are: Br[C:2]1[CH:3]=[C:4]([CH:21]=[C:22]([O:24][CH2:25][CH:26]2[CH2:28][CH2:27]2)[CH:23]=1)[CH2:5][O:6][C:7]1[CH:12]=[CH:11][CH:10]=[CH:9][C:8]=1[CH2:13][C:14]([O:16][C:17]([CH3:20])([CH3:19])[CH3:18])=[O:15].[OH:29][CH2:30][C@@H:31]([NH:47][C:48](=[O:54])[O:49][C:50]([CH3:53])([CH3:52])[CH3:51])[C:32]1[CH:37]=[CH:36][CH:35]=[C:34](B2OC(C)(C)C(C)(C)O2)[CH:33]=1. (3) The reactants are: [CH3:1][N:2]1[C:10]2[C:5](=[CH:6][C:7]([CH2:11][C:12]3[N:16]4[N:17]=[C:18]([C:21](=O)[CH3:22])[CH:19]=[CH:20][C:15]4=[N:14][CH:13]=3)=[CH:8][CH:9]=2)[CH:4]=[N:3]1.Cl.[NH2:25][O:26][CH2:27][CH2:28][OH:29]. Given the product [OH:29][CH2:28][CH2:27][O:26]/[N:25]=[C:21](/[C:18]1[CH:19]=[CH:20][C:15]2[N:16]([C:12]([CH2:11][C:7]3[CH:6]=[C:5]4[C:10](=[CH:9][CH:8]=3)[N:2]([CH3:1])[N:3]=[CH:4]4)=[CH:13][N:14]=2)[N:17]=1)\[CH3:22], predict the reactants needed to synthesize it. (4) Given the product [CH2:37]([C:33]1[CH:34]=[C:35]([CH3:36])[C:30]([N:27]2[CH2:28][CH2:29][N:24]([C:22]([C:11]3[CH:12]=[CH:13][C:14]([N:16]4[CH2:20][CH2:19][CH2:18][C:17]4=[O:21])=[CH:15][C:10]=3[C:9]([N:8]3[CH2:40][CH2:51][O:50][CH2:49][CH2:48]3)=[O:39])=[O:23])[CH2:25][CH2:26]2)=[N:31][CH:32]=1)[CH3:38], predict the reactants needed to synthesize it. The reactants are: C(OC([N:8]([C:40](OC(C)(C)C)=O)[C:9](=[O:39])[C:10]1[CH:15]=[C:14]([N:16]2[CH2:20][CH2:19][CH2:18][C:17]2=[O:21])[CH:13]=[CH:12][C:11]=1[C:22]([N:24]1[CH2:29][CH2:28][N:27]([C:30]2[C:35]([CH3:36])=[CH:34][C:33]([CH2:37][CH3:38])=[CH:32][N:31]=2)[CH2:26][CH2:25]1)=[O:23])=O)(C)(C)C.N1C[CH2:51][O:50][CH2:49][CH2:48]1. (5) Given the product [CH2:21]([NH:20][C:19]([N:16]1[CH2:17][CH2:18][C:13]2([CH2:12][C:11](=[O:28])[C:10]3[C:25](=[CH:26][CH:27]=[C:8](/[CH:7]=[CH:6]/[C:5]([OH:29])=[O:4])[CH:9]=3)[O:24]2)[CH2:14][CH2:15]1)=[O:23])[CH3:22], predict the reactants needed to synthesize it. The reactants are: [OH-].[Na+].C[O:4][C:5](=[O:29])/[CH:6]=[CH:7]/[C:8]1[CH:9]=[C:10]2[C:25](=[CH:26][CH:27]=1)[O:24][C:13]1([CH2:18][CH2:17][N:16]([C:19](=[O:23])[NH:20][CH2:21][CH3:22])[CH2:15][CH2:14]1)[CH2:12][C:11]2=[O:28].